This data is from Full USPTO retrosynthesis dataset with 1.9M reactions from patents (1976-2016). The task is: Predict the reactants needed to synthesize the given product. (1) Given the product [CH2:1]([NH:8][C:9](=[O:24])[C@H:10]([NH:13][C:14]([O:16][CH2:17][C:18]1[CH:19]=[CH:20][CH:21]=[CH:22][CH:23]=1)=[O:15])[CH2:11][O:12][CH3:29])[C:2]1[CH:7]=[CH:6][CH:5]=[CH:4][CH:3]=1, predict the reactants needed to synthesize it. The reactants are: [CH2:1]([NH:8][C:9](=[O:24])[C@H:10]([NH:13][C:14]([O:16][CH2:17][C:18]1[CH:23]=[CH:22][CH:21]=[CH:20][CH:19]=1)=[O:15])[CH2:11][OH:12])[C:2]1[CH:7]=[CH:6][CH:5]=[CH:4][CH:3]=1.S(OC)(O[CH3:29])(=O)=O.[OH-].[Na+]. (2) Given the product [F:10][C:4]1[CH:3]=[C:2]([C:19]2[CH:20]=[CH:21][C:16]3[NH:15][C:14](=[O:25])[O:13][C:12]([CH3:26])([CH3:11])[C:17]=3[CH:18]=2)[CH:7]=[CH:6][C:5]=1[O:8][CH3:9], predict the reactants needed to synthesize it. The reactants are: Br[C:2]1[CH:7]=[CH:6][C:5]([O:8][CH3:9])=[C:4]([F:10])[CH:3]=1.[CH3:11][C:12]1([CH3:26])[C:17]2[CH:18]=[C:19](B(O)O)[CH:20]=[CH:21][C:16]=2[NH:15][C:14](=[O:25])[O:13]1. (3) The reactants are: C(OC(N1CC[C:15]2[C:10](=[CH:11][CH:12]=[CH:13][C:14]=2O)[CH2:9]1)=O)(C)(C)C.BrN1C(=O)CCC1=O.[C:27]([O:31][C:32]([N:34]1[CH2:43][CH2:42][C:41]2[C:36](=[C:37]([Br:45])[CH:38]=[CH:39][C:40]=2[OH:44])[CH2:35]1)=[O:33])([CH3:30])([CH3:29])[CH3:28].C([O-])([O-])=O.[K+].[K+].C(Br)C1C=CC=CC=1. Given the product [C:27]([O:31][C:32]([N:34]1[CH2:43][CH2:42][C:41]2[C:36](=[C:37]([Br:45])[CH:38]=[CH:39][C:40]=2[O:44][CH2:9][C:10]2[CH:15]=[CH:14][CH:13]=[CH:12][CH:11]=2)[CH2:35]1)=[O:33])([CH3:30])([CH3:28])[CH3:29], predict the reactants needed to synthesize it. (4) Given the product [C:17]([O:20][C:21]([N:7]1[C:8]2[C:13](=[CH:12][C:11]([F:14])=[CH:10][CH:9]=2)[C:5]([CH2:4][C:3]([O:2][CH3:1])=[O:15])=[CH:6]1)=[O:22])([CH3:19])([CH3:18])[CH3:16], predict the reactants needed to synthesize it. The reactants are: [CH3:1][O:2][C:3](=[O:15])[CH2:4][C:5]1[C:13]2[C:8](=[CH:9][CH:10]=[C:11]([F:14])[CH:12]=2)[NH:7][CH:6]=1.[CH3:16][C:17]([O:20][C:21](O[C:21]([O:20][C:17]([CH3:19])([CH3:18])[CH3:16])=[O:22])=[O:22])([CH3:19])[CH3:18]. (5) Given the product [CH2:44]([O:43][C:41](=[O:42])[CH:30]([C:14]1[CH:15]=[C:16]2[C:11](=[CH:12][CH:13]=1)[N:10]=[C:9]([NH2:8])[N:18]=[C:17]2[C:19]([N:21]1[CH2:29][C:28]2[C:23](=[CH:24][CH:25]=[CH:26][CH:27]=2)[CH2:22]1)=[O:20])[CH2:31][C:32](=[CH2:40])[C:33]([OH:35])=[O:34])[CH3:45], predict the reactants needed to synthesize it. The reactants are: FC(F)(F)C(O)=O.[NH2:8][C:9]1[N:18]=[C:17]([C:19]([N:21]2[CH2:29][C:28]3[C:23](=[CH:24][CH:25]=[CH:26][CH:27]=3)[CH2:22]2)=[O:20])[C:16]2[C:11](=[CH:12][CH:13]=[C:14]([CH:30]([C:41]([O:43][CH2:44][CH3:45])=[O:42])[CH2:31][C:32](=[CH2:40])[C:33]([O:35]C(C)(C)C)=[O:34])[CH:15]=2)[N:10]=1.